Dataset: Forward reaction prediction with 1.9M reactions from USPTO patents (1976-2016). Task: Predict the product of the given reaction. (1) Given the reactants [F:1][C:2]1[C:3]2[C:14](=[O:15])[N:13]([C:16]3[C:21]([CH:22]=[O:23])=[C:20]([C:24]4[CH:29]=[C:28]([NH:30][C:31]5[CH:40]=[C:34]6[CH2:35][N:36]([CH3:39])[CH2:37][CH2:38][N:33]6[N:32]=5)[C:27](=[O:41])[N:26]([CH3:42])[CH:25]=4)[CH:19]=[CH:18][N:17]=3)[CH2:12][CH2:11][C:4]=2[N:5]2[C:10]=1[CH2:9][CH2:8][CH2:7][CH2:6]2.[BH4-].[Na+], predict the reaction product. The product is: [F:1][C:2]1[C:3]2[C:14](=[O:15])[N:13]([C:16]3[C:21]([CH2:22][OH:23])=[C:20]([C:24]4[CH:29]=[C:28]([NH:30][C:31]5[CH:40]=[C:34]6[CH2:35][N:36]([CH3:39])[CH2:37][CH2:38][N:33]6[N:32]=5)[C:27](=[O:41])[N:26]([CH3:42])[CH:25]=4)[CH:19]=[CH:18][N:17]=3)[CH2:12][CH2:11][C:4]=2[N:5]2[C:10]=1[CH2:9][CH2:8][CH2:7][CH2:6]2. (2) Given the reactants Cl.Cl.[CH2:3]([O:5][C:6](=[O:32])[CH2:7][C:8]1[CH:13]=[C:12]([C:14]([F:17])([F:16])[F:15])[CH:11]=[C:10]([C:18]2[CH:23]=[CH:22][C:21]([C:24]([F:27])([F:26])[F:25])=[CH:20][C:19]=2[CH2:28][NH:29][CH2:30][CH3:31])[N:9]=1)[CH3:4].[CH:33]1([C:37](Cl)=[O:38])[CH2:36][CH2:35][CH2:34]1, predict the reaction product. The product is: [CH2:3]([O:5][C:6](=[O:32])[CH2:7][C:8]1[CH:13]=[C:12]([C:14]([F:16])([F:17])[F:15])[CH:11]=[C:10]([C:18]2[CH:23]=[CH:22][C:21]([C:24]([F:27])([F:25])[F:26])=[CH:20][C:19]=2[CH2:28][N:29]([C:37]([CH:33]2[CH2:36][CH2:35][CH2:34]2)=[O:38])[CH2:30][CH3:31])[N:9]=1)[CH3:4]. (3) Given the reactants [Cl:1][C:2]1[CH:3]=[CH:4][C:5]([OH:8])=[N:6][CH:7]=1.[Br:9]Br.C(OCC)(=O)C.O, predict the reaction product. The product is: [Br:9][C:4]1[C:5](=[O:8])[NH:6][CH:7]=[C:2]([Cl:1])[CH:3]=1. (4) Given the reactants [H-].[Al+3].[Li+].[H-].[H-].[H-].[CH2:7]([O:9][CH:10]([O:25][CH2:26][CH3:27])[CH2:11][O:12][C:13]1[C:22]([CH3:23])=[CH:21][C:16]([C:17](OC)=[O:18])=[C:15]([CH3:24])[CH:14]=1)[CH3:8].C(O)C, predict the reaction product. The product is: [CH2:26]([O:25][CH:10]([O:9][CH2:7][CH3:8])[CH2:11][O:12][C:13]1[C:22]([CH3:23])=[CH:21][C:16]([CH2:17][OH:18])=[C:15]([CH3:24])[CH:14]=1)[CH3:27]. (5) The product is: [CH3:1][N:2]1[C:10]2[C:5](=[CH:6][CH:7]=[C:8]([C:11]([OH:13])=[O:12])[CH:9]=2)[C:4]([C:15]2[CH:20]=[CH:19][CH:18]=[CH:17][CH:16]=2)=[CH:3]1. Given the reactants [CH3:1][N:2]1[C:10]2[C:5](=[CH:6][CH:7]=[C:8]([C:11]([O:13]C)=[O:12])[CH:9]=2)[C:4]([C:15]2[CH:20]=[CH:19][CH:18]=[CH:17][CH:16]=2)=[CH:3]1.[Li+].[OH-].C(O)(=O)CC(CC(O)=O)(C(O)=O)O, predict the reaction product. (6) Given the reactants [OH:1][C:2]1[NH:6][N:5]=[C:4]([C:7]([O:9][CH3:10])=[O:8])[CH:3]=1.[CH2:11](I)[CH2:12][CH2:13][CH3:14].C(=O)([O-])[O-].[K+].[K+].O, predict the reaction product. The product is: [CH2:11]([O:1][C:2]1[NH:6][N:5]=[C:4]([C:7]([O:9][CH3:10])=[O:8])[CH:3]=1)[CH2:12][CH2:13][CH3:14]. (7) Given the reactants Br[C:2]1[C:10]2[N:9]3[CH2:11][CH2:12][NH:13][C:14](=[O:15])[C:8]3=[C:7]([CH3:16])[C:6]=2[CH:5]=[C:4]([F:17])[CH:3]=1.CC1(C)C(C)(C)OB([C:26]2[CH:27]=[CH:28][C:29]([NH2:32])=[N:30][CH:31]=2)O1, predict the reaction product. The product is: [NH2:32][C:29]1[N:30]=[CH:31][C:26]([C:2]2[C:10]3[N:9]4[CH2:11][CH2:12][NH:13][C:14](=[O:15])[C:8]4=[C:7]([CH3:16])[C:6]=3[CH:5]=[C:4]([F:17])[CH:3]=2)=[CH:27][CH:28]=1. (8) Given the reactants C(OC(=O)[NH:7][CH2:8][C:9]1[CH:14]=[CH:13][C:12]([NH:15][C:16]2[C:17]3[C:24]([C:25](=[O:32])[C:26]4[CH:31]=[CH:30][CH:29]=[CH:28][CH:27]=4)=[CH:23][NH:22][C:18]=3[N:19]=[CH:20][N:21]=2)=[CH:11][CH:10]=1)(C)(C)C.C(O)(C(F)(F)F)=O, predict the reaction product. The product is: [NH2:7][CH2:8][C:9]1[CH:10]=[CH:11][C:12]([NH:15][C:16]2[C:17]3[C:24]([C:25]([C:26]4[CH:27]=[CH:28][CH:29]=[CH:30][CH:31]=4)=[O:32])=[CH:23][NH:22][C:18]=3[N:19]=[CH:20][N:21]=2)=[CH:13][CH:14]=1. (9) Given the reactants [C:1]([O:5][C:6]([N:8]1[CH2:13][CH2:12][O:11][C@@H:10]([C:14]2[CH:19]=[CH:18][C:17]([NH:20][C:21]3[CH:26]=[CH:25][C:24]([Cl:27])=[CH:23][CH:22]=3)=[CH:16][CH:15]=2)[CH2:9]1)=[O:7])([CH3:4])([CH3:3])[CH3:2].[H-].[Na+].I[CH3:31].[Na+].[Cl-], predict the reaction product. The product is: [C:1]([O:5][C:6]([N:8]1[CH2:13][CH2:12][O:11][C@@H:10]([C:14]2[CH:19]=[CH:18][C:17]([N:20]([C:21]3[CH:22]=[CH:23][C:24]([Cl:27])=[CH:25][CH:26]=3)[CH3:31])=[CH:16][CH:15]=2)[CH2:9]1)=[O:7])([CH3:4])([CH3:2])[CH3:3]. (10) Given the reactants Cl[C:2]1[CH:3]=[CH:4][C:5]2[CH2:6][N:7]([CH3:19])[CH2:8][C@@H:9]([C:13]3[CH:18]=[CH:17][CH:16]=[CH:15][CH:14]=3)[O:10][C:11]=2[N:12]=1.[CH3:20][C:21]1[N:22]=[CH:23][N:24]([C:26]2[CH:27]=[CH:28][C:29]([NH2:32])=[N:30][CH:31]=2)[CH:25]=1.C(=O)([O-])[O-].[Cs+].[Cs+].COCCOC, predict the reaction product. The product is: [CH3:19][N:7]1[CH2:6][C:5]2[CH:4]=[CH:3][C:2]([NH:32][C:29]3[CH:28]=[CH:27][C:26]([N:24]4[CH:25]=[C:21]([CH3:20])[N:22]=[CH:23]4)=[CH:31][N:30]=3)=[N:12][C:11]=2[O:10][C@H:9]([C:13]2[CH:18]=[CH:17][CH:16]=[CH:15][CH:14]=2)[CH2:8]1.